This data is from Catalyst prediction with 721,799 reactions and 888 catalyst types from USPTO. The task is: Predict which catalyst facilitates the given reaction. (1) Reactant: [OH:1][N:2]1[C:6](=[O:7])[C:5]2=[CH:8][CH:9]=[CH:10][CH:11]=[C:4]2[C:3]1=[O:12].[CH:13]1(Br)[CH2:17][CH2:16][CH2:15][CH2:14]1.CCCCCCC=CCCC. Product: [CH:13]1([O:1][N:2]2[C:3](=[O:12])[C:4]3[C:5](=[CH:8][CH:9]=[CH:10][CH:11]=3)[C:6]2=[O:7])[CH2:17][CH2:16][CH2:15][CH2:14]1. The catalyst class is: 9. (2) The catalyst class is: 5. Reactant: C[O-].[Mg+2:3].C[O-].[CH3:6][C:7]1[CH:8]=[N:9][C:10]([CH2:16][S+:17]([O-:29])[C:18]2[NH:19][C:20]3[CH:21]=[CH:22][C:23]([O:27][CH3:28])=[CH:24][C:25]=3[N:26]=2)=[C:11]([CH3:15])[C:12]=1[O:13][CH3:14]. Product: [CH3:6][C:7]1[C:12]([O:13][CH3:14])=[C:11]([CH3:15])[C:10]([CH2:16][S@@:17]([C:18]2[N-:19][C:20]3[CH:21]=[CH:22][C:23]([O:27][CH3:28])=[CH:24][C:25]=3[N:26]=2)=[O:29])=[N:9][CH:8]=1.[Mg+2:3]. (3) Reactant: C[O:2][C:3]1[CH:8]=[CH:7][C:6]([C:9]2[CH:14]=[CH:13][CH:12]=[C:11]([C:15]3[CH:20]=[CH:19][C:18]([O:21]C)=[CH:17][CH:16]=3)[CH:10]=2)=[CH:5][CH:4]=1. Product: [C:15]1([C:11]2[CH:12]=[CH:13][CH:14]=[C:9]([C:6]3[CH:7]=[CH:8][C:3]([OH:2])=[CH:4][CH:5]=3)[CH:10]=2)[CH:16]=[CH:17][C:18]([OH:21])=[CH:19][CH:20]=1. The catalyst class is: 195. (4) Reactant: [CH2:1]([O:3][C:4]([C:6]1[S:7][C:8]([CH2:11][NH:12][C:13](=O)[CH3:14])=[N:9][N:10]=1)=[O:5])[CH3:2].P(Cl)(Cl)(Cl)=O. Product: [CH2:1]([O:3][C:4]([C:6]1[S:7][C:8]2=[CH:11][N:12]=[C:13]([CH3:14])[N:9]2[N:10]=1)=[O:5])[CH3:2]. The catalyst class is: 23. (5) Reactant: [CH2:1]([O:3][C:4](=[O:21])[CH2:5][C:6]([CH:8]1[CH2:13][CH2:12][N:11]([C:14]([O:16][C:17]([CH3:20])([CH3:19])[CH3:18])=[O:15])[CH2:10][CH2:9]1)=[O:7])[CH3:2].CO[CH:24](OC)[N:25]([CH3:27])[CH3:26]. Product: [CH3:24][N:25]([CH3:27])[CH:26]=[C:5]([C:4]([O:3][CH2:1][CH3:2])=[O:21])[C:6]([CH:8]1[CH2:9][CH2:10][N:11]([C:14]([O:16][C:17]([CH3:20])([CH3:19])[CH3:18])=[O:15])[CH2:12][CH2:13]1)=[O:7]. The catalyst class is: 11. (6) Product: [NH2:1][C:2]1[N:6]([CH3:7])[C:5]([S:8][C:13]2[C:21]([O:22][CH2:23][CH3:24])=[CH:20][C:16]3[O:17][CH2:18][O:19][C:15]=3[CH:14]=2)=[N:4][C:3]=1[C:9]([NH2:11])=[O:10]. The catalyst class is: 28. Reactant: [NH2:1][C:2]1[N:6]([CH3:7])[C:5]([SH:8])=[N:4][C:3]=1[C:9]([NH2:11])=[O:10].Br[C:13]1[C:21]([O:22][CH2:23][CH3:24])=[CH:20][C:16]2[O:17][CH2:18][O:19][C:15]=2[CH:14]=1. (7) Reactant: [F:1][C:2]1[C:3]([C:11]2[CH:16]=[CH:15][CH:14]=[CH:13][N:12]=2)=[C:4]([NH:9][CH3:10])[C:5]([NH2:8])=[CH:6][CH:7]=1.[NH:17]([C:23]([O:25][C:26]([CH3:29])([CH3:28])[CH3:27])=[O:24])[C@H:18]([C:20](O)=O)[CH3:19].C1C=NC2N(O)N=NC=2C=1.C(Cl)CCl. Product: [C:26]([O:25][C:23](=[O:24])[NH:17][C@H:18]([C:20]1[N:9]([CH3:10])[C:4]2[C:3]([C:11]3[CH:16]=[CH:15][CH:14]=[CH:13][N:12]=3)=[C:2]([F:1])[CH:7]=[CH:6][C:5]=2[N:8]=1)[CH3:19])([CH3:29])([CH3:28])[CH3:27]. The catalyst class is: 2.